Dataset: Reaction yield outcomes from USPTO patents with 853,638 reactions. Task: Predict the reaction yield, written as a fraction of the theoretical maximum amount of product (1.0 means a 100% yield; for example, 0.34 means a 34% yield). (1) The reactants are [CH:1]1([NH:6][C:7]([NH:9][C@:10]([C:29]2[CH:34]=[CH:33][C:32]([F:35])=[C:31]([OH:36])[CH:30]=2)([C:18]2[CH:23]=[C:22]([C:24]([F:27])([F:26])[F:25])[CH:21]=[C:20]([F:28])[CH:19]=2)[CH2:11][C:12]2[CH:17]=[CH:16][CH:15]=[CH:14][CH:13]=2)=[O:8])[CH2:5][CH2:4][CH2:3][CH2:2]1.C([O-])([O-])=O.[K+].[K+].[CH3:43][C:44]1([CH3:47])[CH2:46][O:45]1. The catalyst is CN(C=O)C. The product is [CH:1]1([NH:6][C:7]([NH:9][C@:10]([C:29]2[CH:34]=[CH:33][C:32]([F:35])=[C:31]([O:36][CH2:43][C:44]([OH:45])([CH3:47])[CH3:46])[CH:30]=2)([C:18]2[CH:23]=[C:22]([C:24]([F:25])([F:27])[F:26])[CH:21]=[C:20]([F:28])[CH:19]=2)[CH2:11][C:12]2[CH:13]=[CH:14][CH:15]=[CH:16][CH:17]=2)=[O:8])[CH2:2][CH2:3][CH2:4][CH2:5]1. The yield is 0.560. (2) The reactants are CCO[C:4]([CH:6]1[C:11](=O)[CH2:10][CH2:9][CH2:8][CH2:7]1)=[O:5].Cl.[Cl:14][CH2:15][C:16]([NH2:18])=[NH:17].C(N(CC)CC)C. The catalyst is CO. The product is [Cl:14][CH2:15][C:16]1[NH:18][C:4](=[O:5])[C:6]2[CH2:7][CH2:8][CH2:9][CH2:10][C:11]=2[N:17]=1. The yield is 0.130.